Dataset: Full USPTO retrosynthesis dataset with 1.9M reactions from patents (1976-2016). Task: Predict the reactants needed to synthesize the given product. (1) Given the product [NH2:1][C:2]1[CH:7]=[C:6]([Cl:20])[N:5]=[C:4]([NH:9][C:10]2[CH:17]=[CH:16][C:13]([C:14]#[N:15])=[CH:12][CH:11]=2)[N:3]=1, predict the reactants needed to synthesize it. The reactants are: [NH2:1][C:2]1[CH:7]=[C:6](O)[N:5]=[C:4]([NH:9][C:10]2[CH:17]=[CH:16][C:13]([C:14]#[N:15])=[CH:12][CH:11]=2)[N:3]=1.P(Cl)(Cl)([Cl:20])=O. (2) Given the product [CH:1]1([C:7]2[C:8]3[S:26][C:25]([C:27]([O:29][CH3:30])=[O:28])=[CH:24][C:9]=3[N:10]([CH2:19][C:20]([O:22][CH3:23])=[O:21])[C:11]=2[C:12]2[S:13][CH:14]=[CH:15][C:16]=2[CH2:17][NH:46][CH2:45][CH2:48][N:34]([CH2:38][CH3:39])[CH2:40][CH3:41])[CH2:2][CH2:3][CH2:4][CH2:5][CH2:6]1, predict the reactants needed to synthesize it. The reactants are: [CH:1]1([C:7]2[C:8]3[S:26][C:25]([C:27]([O:29][CH3:30])=[O:28])=[CH:24][C:9]=3[N:10]([CH2:19][C:20]([O:22][CH3:23])=[O:21])[C:11]=2[C:12]2[S:13][CH:14]=[CH:15][C:16]=2[CH:17]=O)[CH2:6][CH2:5][CH2:4][CH2:3][CH2:2]1.C(N[N:34]([CH2:38][CH3:39])NCC)C.[CH3:40][C:41](O)=O.[BH3-][C:45]#[N:46].[Na+].[CH2:48]1COCC1. (3) The reactants are: [O:1]=[CH:2][C:3]1[CH:11]=[CH:10][C:8]([OH:9])=[C:5]([O:6][CH3:7])[CH:4]=1.[Cl:12][C:13]1[CH:14]=[C:15]([CH:18]=[CH:19][C:20]=1F)[C:16]#[N:17]. Given the product [Cl:12][C:13]1[CH:14]=[C:15]([C:16]#[N:17])[CH:18]=[CH:19][C:20]=1[O:9][C:8]1[CH:10]=[CH:11][C:3]([CH:2]=[O:1])=[CH:4][C:5]=1[O:6][CH3:7], predict the reactants needed to synthesize it. (4) Given the product [N:1]1[O:2][N:3]=[C:4]2[C:9]([CH:10]3[C:15]([C:16]#[N:17])=[C:14]([CH:18]4[CH2:19][CH2:20][N:21]([CH3:29])[CH2:22][CH2:23]4)[NH:13][C:12]4=[N:24][NH:25][CH:26]=[C:11]34)=[CH:8][CH:7]=[CH:6][C:5]=12, predict the reactants needed to synthesize it. The reactants are: [N:1]1[O:2][N:3]=[C:4]2[C:9]([CH:10]3[C:15]([C:16]#[N:17])=[C:14]([CH:18]4[CH2:23][CH2:22][NH:21][CH2:20][CH2:19]4)[NH:13][C:12]4=[N:24][NH:25][CH:26]=[C:11]34)=[CH:8][CH:7]=[CH:6][C:5]=12.C=O.[C:29]([BH3-])#N.[Na+].C(O)(=O)C.